From a dataset of Reaction yield outcomes from USPTO patents with 853,638 reactions. Predict the reaction yield, written as a fraction of the theoretical maximum amount of product (1.0 means a 100% yield; for example, 0.34 means a 34% yield). (1) The product is [CH2:8]([S:7][CH2:6][CH:5]([CH2:15][S:16][CH2:17][C:18]1[CH:19]=[CH:20][CH:21]=[CH:22][CH:23]=1)[C:4]([OH:24])=[O:3])[C:9]1[CH:10]=[CH:11][CH:12]=[CH:13][CH:14]=1. The reactants are C([O:3][C:4](=[O:24])[CH:5]([CH2:15][S:16][CH2:17][C:18]1[CH:23]=[CH:22][CH:21]=[CH:20][CH:19]=1)[CH2:6][S:7][CH2:8][C:9]1[CH:14]=[CH:13][CH:12]=[CH:11][CH:10]=1)C.O.O1CCOCC1.C(O)C. The yield is 0.880. The catalyst is [OH-].[K+]. (2) The reactants are [Br:1][C:2]1[C:3](Cl)=[N:4][C:5]([Cl:8])=[N:6][CH:7]=1.[OH-:10].[Na+].Cl. The catalyst is C1COCC1. The product is [Br:1][C:2]1[C:3](=[O:10])[NH:4][C:5]([Cl:8])=[N:6][CH:7]=1. The yield is 0.640. (3) The product is [CH2:1]([O:8][CH2:9][CH2:10][CH2:11][CH2:12][CH2:13][CH2:14][O:15][CH2:16][C:17]([C:20]1[CH:21]=[C:22]([NH:26][C:28]([NH:27][CH2:30][C:31]([O:33][CH2:34][CH3:35])=[O:32])=[O:29])[CH:23]=[CH:24][CH:25]=1)([F:19])[F:18])[C:2]1[CH:7]=[CH:6][CH:5]=[CH:4][CH:3]=1. The reactants are [CH2:1]([O:8][CH2:9][CH2:10][CH2:11][CH2:12][CH2:13][CH2:14][O:15][CH2:16][C:17]([C:20]1[CH:21]=[C:22]([NH2:26])[CH:23]=[CH:24][CH:25]=1)([F:19])[F:18])[C:2]1[CH:7]=[CH:6][CH:5]=[CH:4][CH:3]=1.[N:27]([CH2:30][C:31]([O:33][CH2:34][CH3:35])=[O:32])=[C:28]=[O:29].CO. The catalyst is C(Cl)Cl. The yield is 0.950.